Dataset: Catalyst prediction with 721,799 reactions and 888 catalyst types from USPTO. Task: Predict which catalyst facilitates the given reaction. (1) Reactant: [NH:1]1[C:9]2[C:4](=[CH:5][C:6]([C:10]3[N:14]=[C:13]([C:15]4[S:16][C:17]([C:26]([F:29])([F:28])[F:27])=[C:18]([C:20]5[CH:25]=[CH:24][CH:23]=[CH:22][CH:21]=5)[CH:19]=4)[O:12][N:11]=3)=[CH:7][CH:8]=2)[CH:3]=[CH:2]1.C([BH3-])#N.[Na+].[OH-].[Na+]. Product: [NH:1]1[C:9]2[C:4](=[CH:5][C:6]([C:10]3[N:14]=[C:13]([C:15]4[S:16][C:17]([C:26]([F:27])([F:28])[F:29])=[C:18]([C:20]5[CH:25]=[CH:24][CH:23]=[CH:22][CH:21]=5)[CH:19]=4)[O:12][N:11]=3)=[CH:7][CH:8]=2)[CH2:3][CH2:2]1. The catalyst class is: 15. (2) Reactant: [OH:1][C:2]1[CH:7]=[CH:6][C:5]([C:8]2[C:9](=[O:23])[C:10]([CH3:22])([CH3:21])[O:11][C:12]=2[C:13]2[CH:18]=[CH:17][C:16]([O:19][CH3:20])=[CH:15][CH:14]=2)=[CH:4][CH:3]=1.C(=O)([O-])[O-].[Cs+].[Cs+].CN(C=O)C.[Cl:35][C:36]1[CH:37]=[CH:38][C:39]2[N:40]([CH:42]=[C:43]([CH2:45]Cl)[N:44]=2)[N:41]=1. Product: [Cl:35][C:36]1[CH:37]=[CH:38][C:39]2[N:40]([CH:42]=[C:43]([CH2:45][O:1][C:2]3[CH:3]=[CH:4][C:5]([C:8]4[C:9](=[O:23])[C:10]([CH3:21])([CH3:22])[O:11][C:12]=4[C:13]4[CH:18]=[CH:17][C:16]([O:19][CH3:20])=[CH:15][CH:14]=4)=[CH:6][CH:7]=3)[N:44]=2)[N:41]=1. The catalyst class is: 6. (3) Reactant: Br[CH2:2][C:3]1[C:12]2[C:7](=[CH:8][CH:9]=[CH:10][CH:11]=2)[C:6]([C:13]([NH:15][C:16]2[C:17]([C:22]([NH:24][CH2:25][CH:26]3[CH2:31][CH2:30][CH2:29][CH2:28][N:27]3[C:32]([O:34][C:35]([CH3:38])([CH3:37])[CH3:36])=[O:33])=[O:23])=[N:18][CH:19]=[CH:20][CH:21]=2)=[O:14])=[CH:5][CH:4]=1.[NH:39]1[CH:43]=[N:42][CH:41]=[N:40]1. Product: [N:39]1([CH2:2][C:3]2[C:12]3[C:7](=[CH:8][CH:9]=[CH:10][CH:11]=3)[C:6]([C:13]([NH:15][C:16]3[C:17]([C:22]([NH:24][CH2:25][CH:26]4[CH2:31][CH2:30][CH2:29][CH2:28][N:27]4[C:32]([O:34][C:35]([CH3:38])([CH3:37])[CH3:36])=[O:33])=[O:23])=[N:18][CH:19]=[CH:20][CH:21]=3)=[O:14])=[CH:5][CH:4]=2)[CH:43]=[N:42][CH:41]=[N:40]1. The catalyst class is: 3. (4) Reactant: [F:1][C:2]1[CH:3]=[C:4]([CH:7]=[CH:8][CH:9]=1)[CH2:5][NH2:6].[C:10]([N:29]1[CH:33]=[C:32]([CH2:34][CH2:35]OS(C)(=O)=O)[N:31]=[CH:30]1)([C:23]1[CH:28]=[CH:27][CH:26]=[CH:25][CH:24]=1)([C:17]1[CH:22]=[CH:21][CH:20]=[CH:19][CH:18]=1)[C:11]1[CH:16]=[CH:15][CH:14]=[CH:13][CH:12]=1.C([O-])([O-])=O.[K+].[K+].[Na+].[I-]. Product: [F:1][C:2]1[CH:3]=[C:4]([CH:7]=[CH:8][CH:9]=1)[CH2:5][NH:6][CH2:35][CH2:34][C:32]1[N:31]=[CH:30][N:29]([C:10]([C:17]2[CH:22]=[CH:21][CH:20]=[CH:19][CH:18]=2)([C:11]2[CH:12]=[CH:13][CH:14]=[CH:15][CH:16]=2)[C:23]2[CH:28]=[CH:27][CH:26]=[CH:25][CH:24]=2)[CH:33]=1. The catalyst class is: 3. (5) Reactant: [OH:1][C:2]1[C:7]([I:8])=[CH:6][CH:5]=[CH:4][C:3]=1[C:9]1[N:14]=[C:13]([N:15]2[C:19]([C:20]([F:23])([F:22])[F:21])=[C:18]([C:24]([O:26][CH2:27][CH3:28])=[O:25])[CH:17]=[N:16]2)[CH:12]=[CH:11][CH:10]=1.[CH3:29][C:30]1[CH:37]=[C:36]([CH3:38])[CH:35]=[CH:34][C:31]=1[CH2:32]O.C1(P(C2C=CC=CC=2)C2C=CC=CC=2)C=CC=CC=1.N(C(OC(C)C)=O)=NC(OC(C)C)=O. Product: [CH3:29][C:30]1[CH:37]=[C:36]([CH3:38])[CH:35]=[CH:34][C:31]=1[CH2:32][O:1][C:2]1[C:7]([I:8])=[CH:6][CH:5]=[CH:4][C:3]=1[C:9]1[N:14]=[C:13]([N:15]2[C:19]([C:20]([F:23])([F:22])[F:21])=[C:18]([C:24]([O:26][CH2:27][CH3:28])=[O:25])[CH:17]=[N:16]2)[CH:12]=[CH:11][CH:10]=1. The catalyst class is: 2. (6) Reactant: [CH2:1]([N:3]([CH2:20][CH3:21])[CH2:4][C:5]([C:14]1[CH:19]=[CH:18][CH:17]=[CH:16][CH:15]=1)([C:8]1[CH:13]=[CH:12][CH:11]=[CH:10][CH:9]=1)[C:6]#[N:7])[CH3:2].[H-].[Al+3].[Li+].[H-].[H-].[H-]. Product: [CH2:20]([N:3]([CH2:1][CH3:2])[CH2:4][C:5]([C:14]1[CH:19]=[CH:18][CH:17]=[CH:16][CH:15]=1)([C:8]1[CH:9]=[CH:10][CH:11]=[CH:12][CH:13]=1)[CH2:6][NH2:7])[CH3:21]. The catalyst class is: 27. (7) Reactant: I[C:2]1[C:10]2[C:5](=[CH:6][CH:7]=[C:8]([NH:11][S:12]([C:15]3[CH:20]=[CH:19][CH:18]=[CH:17][C:16]=3[S:21]([CH3:24])(=[O:23])=[O:22])(=[O:14])=[O:13])[CH:9]=2)[N:4](C(OC(C)(C)C)=O)[N:3]=1.[CH3:32][N:33]([CH3:43])[C:34]1[CH:39]=[CH:38][C:37](B(O)O)=[CH:36][CH:35]=1.C(=O)([O-])O.[Na+]. Product: [CH3:32][N:33]([CH3:43])[C:34]1[CH:39]=[CH:38][C:37]([C:2]2[C:10]3[C:5](=[CH:6][CH:7]=[C:8]([NH:11][S:12]([C:15]4[CH:20]=[CH:19][CH:18]=[CH:17][C:16]=4[S:21]([CH3:24])(=[O:23])=[O:22])(=[O:13])=[O:14])[CH:9]=3)[NH:4][N:3]=2)=[CH:36][CH:35]=1. The catalyst class is: 9. (8) Reactant: [H-].[Na+].[C:3]([O-])(=O)[CH2:4]C.[OH:8][CH:9]([CH2:15][C:16]1[CH:21]=[CH:20][C:19]([O:22][CH2:23][C:24]2[CH:29]=[CH:28][CH:27]=[CH:26][CH:25]=2)=[CH:18][CH:17]=1)[C:10]([O:12][CH2:13][CH3:14])=[O:11].C(I)C. Product: [CH2:3]([O:8][CH:9]([CH2:15][C:16]1[CH:21]=[CH:20][C:19]([O:22][CH2:23][C:24]2[CH:29]=[CH:28][CH:27]=[CH:26][CH:25]=2)=[CH:18][CH:17]=1)[C:10]([O:12][CH2:13][CH3:14])=[O:11])[CH3:4]. The catalyst class is: 9. (9) Reactant: [CH3:1][O:2][C:3](=[O:34])[C:4]([CH3:33])([CH3:32])[CH:5]([CH:29]1[CH2:31][CH2:30]1)[NH:6][C:7]([C:9]1[C:17]2[C:12](=[N:13][CH:14]=[C:15]([CH:18]3[CH2:20][CH2:19]3)[N:16]=2)[N:11](COCC[Si](C)(C)C)[CH:10]=1)=[O:8].C(O)(C(F)(F)F)=O. Product: [CH3:1][O:2][C:3](=[O:34])[C:4]([CH3:32])([CH3:33])[CH:5]([CH:29]1[CH2:31][CH2:30]1)[NH:6][C:7]([C:9]1[C:17]2[C:12](=[N:13][CH:14]=[C:15]([CH:18]3[CH2:19][CH2:20]3)[N:16]=2)[NH:11][CH:10]=1)=[O:8]. The catalyst class is: 2. (10) Reactant: Br[C:2]1[CH:3]=[CH:4][C:5]2[N:6]([C:8]([C:11]#[C:12][CH3:13])=[CH:9][N:10]=2)[N:7]=1.C(Cl)Cl.[F:17][C:18]1[CH:23]=[CH:22][C:21]([S:24]([NH:27][C:28]2[C:29]([O:43][CH3:44])=[N:30][CH:31]=[C:32](B3OC(C)(C)C(C)(C)O3)[CH:33]=2)(=[O:26])=[O:25])=[CH:20][CH:19]=1.C([O-])([O-])=O.[Na+].[Na+]. Product: [F:17][C:18]1[CH:19]=[CH:20][C:21]([S:24]([NH:27][C:28]2[C:29]([O:43][CH3:44])=[N:30][CH:31]=[C:32]([C:2]3[CH:3]=[CH:4][C:5]4[N:6]([C:8]([C:11]#[C:12][CH3:13])=[CH:9][N:10]=4)[N:7]=3)[CH:33]=2)(=[O:26])=[O:25])=[CH:22][CH:23]=1. The catalyst class is: 710.